This data is from Choline transporter screen with 302,306 compounds. The task is: Binary Classification. Given a drug SMILES string, predict its activity (active/inactive) in a high-throughput screening assay against a specified biological target. The result is 0 (inactive). The molecule is S=C1N(C(CCCC)CN1)CCc1cc(F)ccc1.